This data is from Rat liver microsome stability data. The task is: Regression/Classification. Given a drug SMILES string, predict its absorption, distribution, metabolism, or excretion properties. Task type varies by dataset: regression for continuous measurements (e.g., permeability, clearance, half-life) or binary classification for categorical outcomes (e.g., BBB penetration, CYP inhibition). Dataset: rlm. (1) The drug is Cc1ccc2c(C(C(=O)C(F)(F)F)c3ccccc3)c(-c3ccccc3)[nH]c2c1. The result is 1 (stable in rat liver microsomes). (2) The compound is OC[C@H](Cc1c[nH]cn1)Nc1nccc(-c2ccc3ccccc3c2)n1. The result is 0 (unstable in rat liver microsomes).